Dataset: Retrosynthesis with 50K atom-mapped reactions and 10 reaction types from USPTO. Task: Predict the reactants needed to synthesize the given product. (1) Given the product CCOC(=O)C(NC(=O)c1ccc(F)cc1C(F)(F)F)C(=O)c1ccccc1C, predict the reactants needed to synthesize it. The reactants are: CCOC(=O)C(N)C(=O)c1ccccc1C.O=C(Cl)c1ccc(F)cc1C(F)(F)F. (2) Given the product C[C@H]1CN(c2ccc(C#N)cc2C=O)C[C@@H](C)O1, predict the reactants needed to synthesize it. The reactants are: CC1CN(c2ccc(Br)cc2C=O)CC(C)O1.[C-]#N. (3) Given the product C[C@@H](c1ccc(-c2csc(-n3ccccc3=O)n2)cc1)N1CC[C@](CC(C)(C)O)(c2ccccc2)OC1=O, predict the reactants needed to synthesize it. The reactants are: C[C@@H](c1ccc(B2OC(C)(C)C(C)(C)O2)cc1)N1CC[C@](CC(C)(C)O)(c2ccccc2)OC1=O.O=c1ccccn1-c1nc(Br)cs1. (4) The reactants are: CC(C)S(=O)(=O)NCCN(C)C.O=[N+]([O-])c1ccc(F)cc1. Given the product CC(C)S(=O)(=O)N(CCN(C)C)c1ccc([N+](=O)[O-])cc1, predict the reactants needed to synthesize it. (5) Given the product CC(C)(C)c1cnc(C(=O)Nc2cc(-c3cc(NC4CCCNC4)c(=O)[nH]n3)ccc2F)cn1, predict the reactants needed to synthesize it. The reactants are: CC(C)(C)OC(=O)N1CCCC(Nc2cc(-c3ccc(F)c(NC(=O)c4cnc(C(C)(C)C)cn4)c3)n[nH]c2=O)C1. (6) Given the product COc1nccc2oc(-c3cnc4ccc(NCC(O)C5CCOCC5)nn34)cc12, predict the reactants needed to synthesize it. The reactants are: COc1nccc2oc(-c3cnc4ccc(Cl)nn34)cc12.NCC(O)C1CCOCC1.